Dataset: Forward reaction prediction with 1.9M reactions from USPTO patents (1976-2016). Task: Predict the product of the given reaction. (1) Given the reactants Cl[C:2]1[CH:7]=[N:6][NH:5][C:4](=[O:8])[C:3]=1[C:9]1[CH:14]=[CH:13][CH:12]=[C:11]([O:15][CH3:16])[CH:10]=1.[OH-].[Na+].Cl, predict the reaction product. The product is: [CH3:16][O:15][C:11]1[CH:10]=[C:9]([C:3]2[C:4](=[O:8])[NH:5][N:6]=[CH:7][CH:2]=2)[CH:14]=[CH:13][CH:12]=1. (2) Given the reactants Cl.[N+:2]([C:5]1[CH:6]=[C:7]([NH:11][NH2:12])[CH:8]=[CH:9][CH:10]=1)([O-:4])=[O:3].[CH2:13]([O:15][C:16](=[O:20])[C:17](=O)[CH3:18])[CH3:14], predict the reaction product. The product is: [N+:2]([C:5]1[CH:6]=[C:7]([NH:11]/[N:12]=[C:17](\[CH3:18])/[C:16]([O:15][CH2:13][CH3:14])=[O:20])[CH:8]=[CH:9][CH:10]=1)([O-:4])=[O:3].